Dataset: Catalyst prediction with 721,799 reactions and 888 catalyst types from USPTO. Task: Predict which catalyst facilitates the given reaction. (1) Reactant: [CH3:1][Si:2]([N-:5][Si:6]([CH3:9])([CH3:8])[CH3:7])([CH3:4])[CH3:3].[Li+].C1COCC1.C1CCCCC1.[Cl:22][C:23]1[C:27](Cl)=[N:26][S:25][N:24]=1.O. Product: [Cl:22][C:23](=[N:24][S:25][N:5]([Si:6]([CH3:9])([CH3:8])[CH3:7])[Si:2]([CH3:4])([CH3:3])[CH3:1])[C:27]#[N:26]. The catalyst class is: 27. (2) Reactant: [F:1][C:2]1[CH:3]=[C:4]([N:9]2[C:14](=[O:15])[C:13]([O:16][CH2:17][C:18](=O)[CH3:19])=[C:12]([C:21]3[CH:26]=[CH:25][C:24]([S:27]([CH3:30])(=[O:29])=[O:28])=[CH:23][CH:22]=3)[CH:11]=[N:10]2)[CH:5]=[CH:6][C:7]=1[F:8].Cl.[CH3:32][O:33][NH2:34].O.O.O.C([O-])(=O)C.[Na+]. Product: [F:1][C:2]1[CH:3]=[C:4]([N:9]2[C:14](=[O:15])[C:13]([O:16][CH2:17][C:18](=[N:34][O:33][CH3:32])[CH3:19])=[C:12]([C:21]3[CH:22]=[CH:23][C:24]([S:27]([CH3:30])(=[O:28])=[O:29])=[CH:25][CH:26]=3)[CH:11]=[N:10]2)[CH:5]=[CH:6][C:7]=1[F:8]. The catalyst class is: 127. (3) Reactant: [C:1]1([C:7]2[C:15]3[CH:14]=[C:13]([CH2:16][CH2:17][CH2:18][CH2:19][N:20]4[CH:24]=[C:23]([C:25](O)=[O:26])[N:22]=[N:21]4)[N:12]=[N:11][C:10]=3[NH:9][CH:8]=2)[CH:6]=[CH:5][CH:4]=[CH:3][CH:2]=1.CN(C(ON1N=NC2C=CC=NC1=2)=[N+](C)C)C.F[P-](F)(F)(F)(F)F.[N:52]1[CH:57]=[CH:56][CH:55]=[CH:54][C:53]=1[CH2:58][NH2:59].CCN(C(C)C)C(C)C. Product: [C:1]1([C:7]2[C:15]3[CH:14]=[C:13]([CH2:16][CH2:17][CH2:18][CH2:19][N:20]4[CH:24]=[C:23]([C:25]([NH:59][CH2:58][C:53]5[CH:54]=[CH:55][CH:56]=[CH:57][N:52]=5)=[O:26])[N:22]=[N:21]4)[N:12]=[N:11][C:10]=3[NH:9][CH:8]=2)[CH:2]=[CH:3][CH:4]=[CH:5][CH:6]=1. The catalyst class is: 3. (4) Reactant: Cl[C:2]1[N:7]=[CH:6][C:5]([NH:8][C:9]([C:11]2[N:23]([CH2:24][C:25]3[CH:30]=[CH:29][CH:28]=[C:27]([F:31])[CH:26]=3)[C:14]3=[N:15][CH:16]=[C:17]([C:19]([F:22])([F:21])[F:20])[CH:18]=[C:13]3[CH:12]=2)=[O:10])=[CH:4][N:3]=1.[CH3:32][NH:33][CH3:34]. Product: [CH3:32][N:33]([C:2]1[N:7]=[CH:6][C:5]([NH:8][C:9]([C:11]2[N:23]([CH2:24][C:25]3[CH:30]=[CH:29][CH:28]=[C:27]([F:31])[CH:26]=3)[C:14]3=[N:15][CH:16]=[C:17]([C:19]([F:20])([F:21])[F:22])[CH:18]=[C:13]3[CH:12]=2)=[O:10])=[CH:4][N:3]=1)[CH3:34]. The catalyst class is: 8. (5) Reactant: [NH:1]1[CH2:6][CH2:5][CH:4]([N:7]2[C:15]3[C:10](=[N:11][CH:12]=[CH:13][CH:14]=3)[NH:9][C:8]2=[O:16])[CH2:3][CH2:2]1.[CH2:17]([O:24][C:25]1[CH:30]=[C:29]([C:31]([C:33]2[CH:43]=[C:42]([CH3:44])[C:36]3[N:37]([CH3:41])[C:38](=[O:40])[O:39][C:35]=3[CH:34]=2)=[O:32])[CH:28]=[C:27](Cl)[N:26]=1)[C:18]1[CH:23]=[CH:22][CH:21]=[CH:20][CH:19]=1. Product: [CH2:17]([O:24][C:25]1[N:26]=[C:27]([N:1]2[CH2:2][CH2:3][CH:4]([N:7]3[C:15]4[C:10](=[N:11][CH:12]=[CH:13][CH:14]=4)[NH:9][C:8]3=[O:16])[CH2:5][CH2:6]2)[CH:28]=[C:29]([C:31]([C:33]2[CH:43]=[C:42]([CH3:44])[C:36]3[N:37]([CH3:41])[C:38](=[O:40])[O:39][C:35]=3[CH:34]=2)=[O:32])[CH:30]=1)[C:18]1[CH:19]=[CH:20][CH:21]=[CH:22][CH:23]=1. The catalyst class is: 37. (6) Reactant: [NH:1]1[C:9]2[C:4](=[CH:5][C:6]([NH:10][C:11]3[N:23]=[CH:22][C:21]([CH:24]4[CH2:26][CH2:25]4)=[CH:20][C:12]=3[C:13]([O:15][CH2:16][CH2:17][CH2:18][CH3:19])=[O:14])=[CH:7][CH:8]=2)[CH:3]=[CH:2]1.[CH3:27][C:28]([CH3:31])([O-])[CH3:29].[K+].[CH3:33][N:34](C)[C:35](=O)C.C(OCC)(=O)C. Product: [CH:24]1([C:21]2[CH:22]=[N:23][C:11]([NH:10][C:6]3[CH:5]=[C:4]4[C:9](=[CH:8][CH:7]=3)[N:1]([CH2:27][C:28]3[CH:31]=[CH:35][N:34]=[CH:33][CH:29]=3)[CH:2]=[CH:3]4)=[C:12]([CH:20]=2)[C:13]([O:15][CH2:16][CH2:17][CH2:18][CH3:19])=[O:14])[CH2:25][CH2:26]1. The catalyst class is: 6. (7) Reactant: C(N(N=O)[C:9](=[O:37])[CH:10]([N:19]1[C:23]2[CH:24]=[C:25]([F:29])[C:26]([F:28])=[CH:27][C:22]=2[N:21]=[C:20]1[C:30]1[CH:35]=[CH:34][C:33]([Cl:36])=[CH:32][CH:31]=1)[CH:11]1[CH2:16][CH2:15][C:14]([F:18])([F:17])[CH2:13][CH2:12]1)C1C=CC=CC=1.O.[OH-].[Li+].OO.C(O)(=[O:47])C. Product: [Cl:36][C:33]1[CH:32]=[CH:31][C:30]([C:20]2[N:19]([CH:10]([CH:11]3[CH2:12][CH2:13][C:14]([F:17])([F:18])[CH2:15][CH2:16]3)[C:9]([OH:47])=[O:37])[C:23]3[CH:24]=[C:25]([F:29])[C:26]([F:28])=[CH:27][C:22]=3[N:21]=2)=[CH:35][CH:34]=1. The catalyst class is: 30.